This data is from HIV replication inhibition screening data with 41,000+ compounds from the AIDS Antiviral Screen. The task is: Binary Classification. Given a drug SMILES string, predict its activity (active/inactive) in a high-throughput screening assay against a specified biological target. (1) The drug is CCOC(=O)C1(Cc2ccccc2)Cc2cc3c(cc2C1)CCC3. The result is 0 (inactive). (2) The molecule is O=S(=O)(F)c1cc(C[PH](c2ccccc2)(c2ccccc2)c2ccccc2)ccc1Cl. The result is 0 (inactive). (3) The drug is CN(C)CC1CCCC1=NO. The result is 0 (inactive). (4) The result is 0 (inactive). The drug is N[Co-4](N)(N)(N)([N+](=O)[O-])[N+](=O)[O-].O=[N+]([O-])O. (5) The compound is Cc1nc(-n2nc(-c3ccccc3)cc2-c2ccccc2)sc1C(=O)C=Cc1ccccc1. The result is 0 (inactive). (6) The molecule is Cc1c2oc(=O)c(C#N)cc2c2ccccn12. The result is 1 (active). (7) The molecule is N#CC(=C(N)c1ccccc1)c1ccccc1. The result is 0 (inactive).